The task is: Predict the reaction yield, written as a fraction of the theoretical maximum amount of product (1.0 means a 100% yield; for example, 0.34 means a 34% yield).. This data is from Reaction yield outcomes from USPTO patents with 853,638 reactions. (1) The reactants are [Cl:1][C:2]1[C:7]([CH3:8])=[CH:6][CH:5]=[C:4](F)[C:3]=1[O:10][CH3:11].C[Si](C)(C)[N-:14][Si](C)(C)C.[K+].O.S(=O)(=O)(O)O.[C:28]1([CH3:34])[CH:33]=CC=C[CH:29]=1. The catalyst is C(OCC)(=O)C. The product is [Cl:1][C:2]1[C:3]([O:10][CH3:11])=[C:4]([C:28]([CH3:34])([CH3:33])[C:29]#[N:14])[CH:5]=[CH:6][C:7]=1[CH3:8]. The yield is 0.534. (2) The reactants are [CH3:1][O:2][C:3](=[O:61])[NH:4][CH:5]([C:9]([N:11]1[CH2:15][CH2:14][CH2:13][CH:12]1[C:16]1[NH:17][C:18]([C:21]2[CH:26]=[CH:25][C:24]([C:27]3[CH:36]=[CH:35][C:34]4[C:29](=[CH:30][CH:31]=[C:32]([C:37]5[NH:38][C:39]([C@@H:42]6[CH2:46][CH2:45][CH2:44][N:43]6[C:47](=[O:60])[CH:48]([NH:55][C:56]([O:58][CH3:59])=[O:57])[C:49]6[CH:54]=[CH:53][CH:52]=[CH:51][CH:50]=6)=[N:40][CH:41]=5)[CH:33]=4)[CH:28]=3)=[CH:23][CH:22]=2)=[CH:19][N:20]=1)=[O:10])[CH:6]([CH3:8])[CH3:7].COC(N[C@H](C1C=CC=CC=1)C(O)=O)=O. No catalyst specified. The product is [CH3:1][O:2][C:3](=[O:61])[NH:4][CH:5]([C:9]([N:11]1[CH2:15][CH2:14][CH2:13][CH:12]1[C:16]1[NH:17][C:18]([C:21]2[CH:22]=[CH:23][C:24]([C:27]3[CH:36]=[CH:35][C:34]4[C:29](=[CH:30][CH:31]=[C:32]([C:37]5[NH:38][C:39]([CH:42]6[CH2:46][CH2:45][CH2:44][N:43]6[C:47](=[O:60])[CH:48]([NH:55][C:56]([O:58][CH3:59])=[O:57])[C:49]6[CH:54]=[CH:53][CH:52]=[CH:51][CH:50]=6)=[N:40][CH:41]=5)[CH:33]=4)[CH:28]=3)=[CH:25][CH:26]=2)=[CH:19][N:20]=1)=[O:10])[CH:6]([CH3:8])[CH3:7]. The yield is 0.580. (3) The yield is 0.630. The product is [NH2:33][C:31]1[N:30]([C:23]([O:25][C:26]([CH3:29])([CH3:28])[CH3:27])=[O:24])[CH:9]=[C:10]([CH2:11][CH2:12][CH2:13][CH2:14][CH2:15][C:16]2[CH:21]=[CH:20][CH:19]=[CH:18][CH:17]=2)[N:32]=1. The reactants are Cl.N1C=CN=C1N.Br[CH2:9][C:10](=O)[CH2:11][CH2:12][CH2:13][CH2:14][CH2:15][C:16]1[CH:21]=[CH:20][CH:19]=[CH:18][CH:17]=1.[C:23]([NH:30][C:31]([NH2:33])=[NH:32])([O:25][C:26]([CH3:29])([CH3:28])[CH3:27])=[O:24].O. The catalyst is CN(C=O)C.